From a dataset of Forward reaction prediction with 1.9M reactions from USPTO patents (1976-2016). Predict the product of the given reaction. Given the reactants [F:1][C:2]([F:18])([F:17])[C:3]1[CH:4]=[C:5]([C:9]2[N:14]=[C:13]([CH:15]=O)[CH:12]=[CH:11][CH:10]=2)[CH:6]=[CH:7][CH:8]=1.Cl.[NH2:20][OH:21].C(N(CC)CC)C.O, predict the reaction product. The product is: [F:1][C:2]([F:18])([F:17])[C:3]1[CH:4]=[C:5]([C:9]2[N:14]=[C:13]([CH:15]=[N:20][OH:21])[CH:12]=[CH:11][CH:10]=2)[CH:6]=[CH:7][CH:8]=1.